Dataset: Peptide-MHC class II binding affinity with 134,281 pairs from IEDB. Task: Regression. Given a peptide amino acid sequence and an MHC pseudo amino acid sequence, predict their binding affinity value. This is MHC class II binding data. The peptide sequence is INEPTHAAIAYGLDR. The MHC is HLA-DQA10102-DQB10602 with pseudo-sequence HLA-DQA10102-DQB10602. The binding affinity (normalized) is 0.781.